From a dataset of Reaction yield outcomes from USPTO patents with 853,638 reactions. Predict the reaction yield, written as a fraction of the theoretical maximum amount of product (1.0 means a 100% yield; for example, 0.34 means a 34% yield). (1) The reactants are [CH2:1]([NH:3][C:4](=[O:51])[NH:5][C:6]1[N:11]=[CH:10][C:9]([C:12]2[CH:13]=[C:14]3[C:19](=[CH:20][CH:21]=2)[N:18]([CH2:22][C@@H:23]2[CH2:27][CH2:26][N:25]([CH2:28][CH2:29][N:30]4[CH2:35][CH2:34][O:33][CH2:32][CH2:31]4)[CH2:24]2)[CH:17]=[C:16]([C:36]([O:38]CC)=[O:37])[C:15]3=[O:41])=[C:8]([C:42]2[S:43][CH:44]=[C:45]([C:47]([F:50])([F:49])[F:48])[N:46]=2)[CH:7]=1)[CH3:2].[OH-].[Na+]. The catalyst is CO.O1CCCC1. The product is [CH2:1]([NH:3][C:4](=[O:51])[NH:5][C:6]1[N:11]=[CH:10][C:9]([C:12]2[CH:13]=[C:14]3[C:19](=[CH:20][CH:21]=2)[N:18]([CH2:22][C@@H:23]2[CH2:27][CH2:26][N:25]([CH2:28][CH2:29][N:30]4[CH2:35][CH2:34][O:33][CH2:32][CH2:31]4)[CH2:24]2)[CH:17]=[C:16]([C:36]([OH:38])=[O:37])[C:15]3=[O:41])=[C:8]([C:42]2[S:43][CH:44]=[C:45]([C:47]([F:50])([F:48])[F:49])[N:46]=2)[CH:7]=1)[CH3:2]. The yield is 0.869. (2) The reactants are [CH:1]1([C:4](=[O:41])[CH2:5][O:6][C@H:7]2[CH2:12][CH2:11][C@H:10]([N:13]3[C:18](=[O:19])[C:17]([CH2:20][C:21]4[CH:26]=[CH:25][C:24]([C:27]5[C:28]([C:33]#[N:34])=[CH:29][CH:30]=[CH:31][CH:32]=5)=[CH:23][CH:22]=4)=[C:16]([CH2:35][CH2:36][CH3:37])[N:15]4[N:38]=[CH:39][N:40]=[C:14]34)[CH2:9][CH2:8]2)[CH2:3][CH2:2]1.[BH4-].[Na+].[Cl-].[NH4+]. The catalyst is O1CCCC1.CO. The product is [CH:1]1([CH:4]([OH:41])[CH2:5][O:6][C@H:7]2[CH2:8][CH2:9][C@H:10]([N:13]3[C:18](=[O:19])[C:17]([CH2:20][C:21]4[CH:22]=[CH:23][C:24]([C:27]5[C:28]([C:33]#[N:34])=[CH:29][CH:30]=[CH:31][CH:32]=5)=[CH:25][CH:26]=4)=[C:16]([CH2:35][CH2:36][CH3:37])[N:15]4[N:38]=[CH:39][N:40]=[C:14]34)[CH2:11][CH2:12]2)[CH2:2][CH2:3]1. The yield is 0.720. (3) The reactants are [OH:1][CH:2]([CH2:12][CH2:13][S:14][CH3:15])[C:3]([O:5][CH2:6][CH2:7][CH2:8][CH2:9][CH2:10][CH3:11])=[O:4].ClC1C=C(C=CC=1)C(OO)=[O:21]. The catalyst is ClCCl. The product is [OH:1][CH:2]([CH2:12][CH2:13][S:14]([CH3:15])=[O:21])[C:3]([O:5][CH2:6][CH2:7][CH2:8][CH2:9][CH2:10][CH3:11])=[O:4]. The yield is 0.760. (4) The reactants are C[O:2][C:3](=[O:24])[CH:4]([C:11]1[CH:16]=[CH:15][C:14]([N:17]2[C:21]([CH3:22])=[N:20][N:19]=[N:18]2)=[C:13]([F:23])[CH:12]=1)[CH2:5][CH:6]1[CH2:10][CH2:9][CH2:8][CH2:7]1.[OH-].[Na+]. The catalyst is C(O)C. The product is [CH:6]1([CH2:5][CH:4]([C:11]2[CH:16]=[CH:15][C:14]([N:17]3[C:21]([CH3:22])=[N:20][N:19]=[N:18]3)=[C:13]([F:23])[CH:12]=2)[C:3]([OH:24])=[O:2])[CH2:10][CH2:9][CH2:8][CH2:7]1. The yield is 0.940. (5) The reactants are Br[CH2:2][C:3]1[CH:4]=[C:5]2[N:11]=[C:10]([C:12]3[CH:17]=[CH:16][CH:15]=[CH:14][C:13]=3[N+:18]([O-:20])=[O:19])[S:9][C:6]2=[N:7][CH:8]=1.[C:21]([N:28]1[CH2:33][CH2:32][NH:31][CH2:30][CH2:29]1)([O:23][C:24]([CH3:27])([CH3:26])[CH3:25])=[O:22].CCN(CC)CC. The catalyst is C(#N)C. The product is [N+:18]([C:13]1[CH:14]=[CH:15][CH:16]=[CH:17][C:12]=1[C:10]1[S:9][C:6]2[C:5]([N:11]=1)=[CH:4][C:3]([CH2:2][N:31]1[CH2:30][CH2:29][N:28]([C:21]([O:23][C:24]([CH3:27])([CH3:26])[CH3:25])=[O:22])[CH2:33][CH2:32]1)=[CH:8][N:7]=2)([O-:20])=[O:19]. The yield is 0.740. (6) The reactants are [Br:1][C:2]1[CH:10]=[C:9]([CH2:11][CH3:12])[CH:8]=[C:7]2[C:3]=1[CH2:4][CH:5]([CH3:14])[C:6]2=[O:13].[BH4-].[Na+].[OH-].[K+].N[C@H:20](C(O)=O)CCSC. The catalyst is C1COCC1.CO. The product is [Br:1][C:2]1[CH:10]=[C:9]([CH2:11][CH3:12])[CH:8]=[C:7]2[C:3]=1[CH2:4][CH:5]([CH3:14])[CH:6]2[O:13][CH3:20]. The yield is 0.870. (7) The reactants are [C:1]([O:8][CH3:9])(=[O:7])[CH2:2][C:3]([O:5][CH3:6])=[O:4].[H-].[Na+].[Cl:12][C:13]1[CH:14]=[C:15]([C:20](=[O:22])[CH3:21])[CH:16]=[N:17][C:18]=1Cl. The catalyst is CS(C)=O. The product is [C:20]([C:15]1[CH:14]=[C:13]([Cl:12])[C:18]([CH:2]([C:1]([O:8][CH3:9])=[O:7])[C:3]([O:5][CH3:6])=[O:4])=[N:17][CH:16]=1)(=[O:22])[CH3:21]. The yield is 0.320. (8) The reactants are [Br:1][C:2]1[CH:3]=[C:4]([O:15]C(=O)C)[C:5]([N:8](C(=O)C)[C:9](=[O:11])[CH3:10])=[N:6][CH:7]=1.C([O-])([O-])=O.[K+].[K+].O. The catalyst is CO. The product is [Br:1][C:2]1[CH:3]=[C:4]([OH:15])[C:5]([NH:8][C:9](=[O:11])[CH3:10])=[N:6][CH:7]=1. The yield is 0.960. (9) The reactants are [F:1][C:2]1[CH:11]=[CH:10][C:5]([C:6]([O:8][CH3:9])=[O:7])=[CH:4][C:3]=1[O:12][CH2:13][C:14]#[CH:15].C(N(CC)C1C=CC=CC=1)C. The catalyst is CCOCC. The product is [F:1][C:2]1[C:3]2[O:12][CH2:13][CH:14]=[CH:15][C:4]=2[C:5]([C:6]([O:8][CH3:9])=[O:7])=[CH:10][CH:11]=1. The yield is 0.800. (10) The reactants are [C:1]([C:3]1([NH:6][C:7]([C@@H:9]2[CH2:13][C@@H:12]([S:14]([C:17]3[CH:22]=[CH:21][C:20]([Br:23])=[CH:19][C:18]=3[C:24]([F:27])([F:26])[F:25])(=[O:16])=[O:15])[CH2:11][C@H:10]2[CH2:28][O:29][C:30](C2C=CC=CC=2)(C2C=CC=CC=2)C2C=CC=CC=2)=[O:8])[CH2:5][CH2:4]1)#[N:2].C(O)=[O:50]. No catalyst specified. The product is [Br:23][C:20]1[CH:21]=[CH:22][C:17]([S:14]([C@H:12]2[CH2:11][C@@H:10]([CH2:28][O:29][CH:30]=[O:50])[C@H:9]([C:7](=[O:8])[NH:6][C:3]3([C:1]#[N:2])[CH2:4][CH2:5]3)[CH2:13]2)(=[O:16])=[O:15])=[C:18]([C:24]([F:26])([F:27])[F:25])[CH:19]=1. The yield is 0.250.